From a dataset of Forward reaction prediction with 1.9M reactions from USPTO patents (1976-2016). Predict the product of the given reaction. (1) Given the reactants [OH-].[Na+].[Cl:3][C:4]1[CH:9]=[CH:8][C:7]([C:10]2[CH:15]=[CH:14][C:13]([C:16]([NH:18][CH2:19][CH2:20][C:21]3[CH:35]=[CH:34][C:24]([CH2:25][N:26]([CH2:28][C:29]([O:31]CC)=[O:30])[CH3:27])=[CH:23][CH:22]=3)=[O:17])=[CH:12][CH:11]=2)=[CH:6][CH:5]=1, predict the reaction product. The product is: [Cl:3][C:4]1[CH:5]=[CH:6][C:7]([C:10]2[CH:11]=[CH:12][C:13]([C:16]([NH:18][CH2:19][CH2:20][C:21]3[CH:22]=[CH:23][C:24]([CH2:25][N:26]([CH2:28][C:29]([OH:31])=[O:30])[CH3:27])=[CH:34][CH:35]=3)=[O:17])=[CH:14][CH:15]=2)=[CH:8][CH:9]=1. (2) Given the reactants [CH3:1][N:2]([CH3:19])[CH2:3][CH2:4][N:5]1[CH2:11][CH2:10][CH2:9][C:8]2[NH:12][C:13]([CH:16]=O)=[C:14]([CH3:15])[C:7]=2[C:6]1=[O:18].[F:20][C:21]1[CH:26]=[CH:25][CH:24]=[C:23]([F:27])[C:22]=1[C:28]1[CH:36]=[CH:35][CH:34]=[C:33]2[C:29]=1[CH2:30][C:31](=[O:37])[NH:32]2, predict the reaction product. The product is: [F:20][C:21]1[CH:26]=[CH:25][CH:24]=[C:23]([F:27])[C:22]=1[C:28]1[CH:36]=[CH:35][CH:34]=[C:33]2[C:29]=1/[C:30](=[CH:16]/[C:13]1[NH:12][C:8]3[CH2:9][CH2:10][CH2:11][N:5]([CH2:4][CH2:3][N:2]([CH3:19])[CH3:1])[C:6](=[O:18])[C:7]=3[C:14]=1[CH3:15])/[C:31](=[O:37])[NH:32]2. (3) Given the reactants [F:1][C:2]([F:7])([F:6])[C:3]([OH:5])=[O:4].[O:8]1[C:12]2[CH:13]=[CH:14][CH:15]=[CH:16][C:11]=2[N:10]=[C:9]1[C@H:17]1[CH2:21][CH2:20][CH2:19][N:18]1C(OC(C)(C)C)=O, predict the reaction product. The product is: [F:1][C:2]([F:7])([F:6])[C:3]([OH:5])=[O:4].[NH:18]1[CH2:19][CH2:20][CH2:21][C@@H:17]1[C:9]1[O:8][C:12]2[CH:13]=[CH:14][CH:15]=[CH:16][C:11]=2[N:10]=1.